From a dataset of Catalyst prediction with 721,799 reactions and 888 catalyst types from USPTO. Predict which catalyst facilitates the given reaction. (1) Reactant: [OH:1][CH2:2][C:3]1[CH:4]=[C:5]([CH:8]=[CH:9][CH:10]=1)[C:6]#[N:7].N1C=CN=C1.[CH3:16][C:17]([Si:20](Cl)([CH3:22])[CH3:21])([CH3:19])[CH3:18]. Product: [Si:20]([O:1][CH2:2][C:3]1[CH:4]=[C:5]([CH:8]=[CH:9][CH:10]=1)[C:6]#[N:7])([C:17]([CH3:19])([CH3:18])[CH3:16])([CH3:22])[CH3:21]. The catalyst class is: 808. (2) The catalyst class is: 6. Reactant: C[O:2][C:3]1[CH:15]=[CH:14][C:13]2[C:12]3[C:7](=[CH:8][CH:9]=[CH:10][CH:11]=3)[N:6]([C:16]3[CH:21]=[C:20]([CH3:22])[CH:19]=[CH:18][N:17]=3)[C:5]=2[CH:4]=1.Cl.[NH+]1C=CC=CC=1. Product: [CH3:22][C:20]1[CH:19]=[CH:18][N:17]=[C:16]([N:6]2[C:5]3[CH:4]=[C:3]([OH:2])[CH:15]=[CH:14][C:13]=3[C:12]3[C:7]2=[CH:8][CH:9]=[CH:10][CH:11]=3)[CH:21]=1. (3) Reactant: [N:1]([CH2:4][CH2:5][NH:6][C:7](=[O:21])[CH2:8][CH2:9][CH2:10][CH2:11][CH2:12][CH2:13][CH2:14][CH2:15][CH2:16]CCCC)=[N+:2]=[N-:3].[CH2:22](C1C=CC(C(Cl)=O)=CC=1)[CH2:23]CCC.N(CCN)=[N+]=[N-].C(N(CC)CC)C. Product: [N:1]([CH2:4][CH2:5][NH:6][C:7](=[O:21])[C:8]1[CH:9]=[CH:10][C:11]([CH2:12][CH2:13][CH2:14][CH2:15][CH3:16])=[CH:23][CH:22]=1)=[N+:2]=[N-:3]. The catalyst class is: 4. (4) Reactant: Br[C:2]1[CH:11]=[N:10][C:9]2[N:8]([CH2:12][C:13]3[CH:18]=[CH:17][C:16]([O:19][CH3:20])=[CH:15][CH:14]=3)[C:7](=[O:21])[N:6]3[N:22]=[CH:23][N:24]=[C:5]3[C:4]=2[CH:3]=1.[CH3:25][C:26]1[CH:27]=[CH:28][C:29](=[O:32])[NH:30][N:31]=1.N[C@@H]1CCCC[C@H]1N.C([O-])([O-])=O.[Cs+].[Cs+]. Product: [CH3:20][O:19][C:16]1[CH:17]=[CH:18][C:13]([CH2:12][N:8]2[C:9]3[N:10]=[CH:11][C:2]([N:30]4[C:29](=[O:32])[CH:28]=[CH:27][C:26]([CH3:25])=[N:31]4)=[CH:3][C:4]=3[C:5]3=[N:24][CH:23]=[N:22][N:6]3[C:7]2=[O:21])=[CH:14][CH:15]=1. The catalyst class is: 321. (5) Reactant: Cl.[NH2:2][CH:3]1[CH2:9][CH:8]([CH3:10])[CH2:7][N:6]([S:11]([C:14]2[CH:19]=[CH:18][CH:17]=[CH:16][N:15]=2)(=[O:13])=[O:12])[CH2:5][CH:4]1[OH:20].[NH:21]([C:30]([O:32][C:33]([CH3:36])([CH3:35])[CH3:34])=[O:31])[C@H:22]([C:27](O)=[O:28])[CH2:23][CH:24]([CH3:26])[CH3:25].CN(C(ON1N=NC2C=CC=CC1=2)=[N+](C)C)C.F[P-](F)(F)(F)(F)F.CN1CCOCC1. Product: [C:33]([O:32][C:30](=[O:31])[NH:21][C@H:22]([C:27](=[O:28])[NH:2][CH:3]1[CH2:9][CH:8]([CH3:10])[CH2:7][N:6]([S:11]([C:14]2[CH:19]=[CH:18][CH:17]=[CH:16][N:15]=2)(=[O:13])=[O:12])[CH2:5][CH:4]1[OH:20])[CH2:23][CH:24]([CH3:25])[CH3:26])([CH3:34])([CH3:36])[CH3:35]. The catalyst class is: 3.